Predict the reaction yield, written as a fraction of the theoretical maximum amount of product (1.0 means a 100% yield; for example, 0.34 means a 34% yield). From a dataset of Reaction yield outcomes from USPTO patents with 853,638 reactions. (1) The reactants are [CH:1]1([C:4]2[S:22][C:7]3[NH:8][C:9](=[O:21])[N:10]([CH2:13][CH2:14]N4CCOCC4)[C:11](=[O:12])[C:6]=3[CH:5]=2)[CH2:3][CH2:2]1.Br[CH2:24][C:25]1[CH:30]=[CH:29][C:28]([C:31]2[CH:36]=[CH:35][CH:34]=[CH:33][C:32]=2[C:37]2[N:41]=C(C(Cl)(Cl)Cl)O[N:38]=2)=[CH:27][CH:26]=1.[C:46](=[O:49])([O-])[O-:47].[K+].[K+]. The catalyst is C(#N)C. The product is [CH:1]1([C:4]2[S:22][C:7]3[N:8]([CH2:24][C:25]4[CH:26]=[CH:27][C:28]([C:31]5[CH:36]=[CH:35][CH:34]=[CH:33][C:32]=5[C:37]5[NH:38][C:46](=[O:49])[O:47][N:41]=5)=[CH:29][CH:30]=4)[C:9](=[O:21])[N:10]([CH2:13][CH2:14][C:25]4[CH:30]=[CH:29][CH:28]=[CH:27][CH:26]=4)[C:11](=[O:12])[C:6]=3[CH:5]=2)[CH2:2][CH2:3]1. The yield is 0.840. (2) The reactants are [NH2:1][C:2]1[C:7]([F:8])=[CH:6][N:5]([S:9]([C:12]2[CH:17]=[CH:16][CH:15]=[CH:14][CH:13]=2)(=[O:11])=[O:10])[C:4](=[O:18])[N:3]=1.[H-].[Na+].[C:21]1([N:27]=[C:28]=[S:29])[CH:26]=[CH:25][CH:24]=[CH:23][CH:22]=1. The catalyst is O1CCCC1.CCOC(C)=O. The yield is 0.0800. The product is [C:12]1([S:9]([N:5]2[CH:6]=[C:7]([F:8])[C:2]([NH:1][C:28]([NH:27][C:21]3[CH:26]=[CH:25][CH:24]=[CH:23][CH:22]=3)=[S:29])=[N:3][C:4]2=[O:18])(=[O:10])=[O:11])[CH:17]=[CH:16][CH:15]=[CH:14][CH:13]=1. (3) The yield is 0.750. The catalyst is ClCCl. The reactants are [CH2:1]([O:4][N:5]([C@H:18]1[CH2:23][N:22](C(OC(C)(C)C)=O)[C@H:21]([C:31](=[O:33])[NH2:32])[C:20]([CH2:34][CH3:35])=[CH:19]1)[S:6]([C:9]1[CH:14]=[CH:13][CH:12]=[CH:11][C:10]=1[N+:15]([O-:17])=[O:16])(=[O:8])=[O:7])[CH:2]=[CH2:3].C(ON([C@H]1CN[C@H](C(N)=O)C=C1C)S(C1C=CC=CC=1[N+]([O-])=O)(=O)=O)C=C. The product is [CH2:1]([O:4][N:5]([C@H:18]1[CH2:23][NH:22][C@H:21]([C:31]([NH2:32])=[O:33])[C:20]([CH2:34][CH3:35])=[CH:19]1)[S:6]([C:9]1[CH:14]=[CH:13][CH:12]=[CH:11][C:10]=1[N+:15]([O-:17])=[O:16])(=[O:8])=[O:7])[CH:2]=[CH2:3]. (4) The reactants are [CH3:1][C:2]1[N:3]([C@H:8]2[CH2:12][CH:11]([C:13]([O:15][CH2:16][C:17]3[CH:22]=[CH:21][CH:20]=[CH:19][CH:18]=3)=[O:14])[CH:10]=[CH:9]2)[C:4]([CH3:7])=[CH:5][CH:6]=1.[Li+].CC([N-]C(C)C)C.[C:31]1(=[O:35])[CH2:34][CH2:33][CH2:32]1. The catalyst is C1COCC1. The product is [CH3:7][C:4]1[N:3]([C@H:8]2[CH2:12][C@@:11]([C:31]3([OH:35])[CH2:34][CH2:33][CH2:32]3)([C:13]([O:15][CH2:16][C:17]3[CH:22]=[CH:21][CH:20]=[CH:19][CH:18]=3)=[O:14])[CH:10]=[CH:9]2)[C:2]([CH3:1])=[CH:6][CH:5]=1. The yield is 0.730. (5) The reactants are C(N(CC)C(C)C)(C)C.[F:10][C:11]1[CH:19]=[C:18]([C:20]2[CH:21]=[N:22][C:23]3[N:24]([C:26]([CH2:29][C:30]4[CH:31]=[C:32]5[C:37](=[CH:38][CH:39]=4)[N:36]=[CH:35][CH:34]=[CH:33]5)=[CH:27][N:28]=3)[N:25]=2)[CH:17]=[CH:16][C:12]=1[C:13](O)=[O:14].Cl.[NH2:41][C@@H:42]([C:50]([CH3:53])([CH3:52])[CH3:51])[C:43]([O:45][C:46]([CH3:49])([CH3:48])[CH3:47])=[O:44].F[P-](F)(F)(F)(F)F.N1(O[P+](N(C)C)(N(C)C)N(C)C)C2C=CC=CC=2N=N1. The catalyst is CN(C)C=O.C(#N)C. The product is [F:10][C:11]1[CH:19]=[C:18]([C:20]2[CH:21]=[N:22][C:23]3[N:24]([C:26]([CH2:29][C:30]4[CH:31]=[C:32]5[C:37](=[CH:38][CH:39]=4)[N:36]=[CH:35][CH:34]=[CH:33]5)=[CH:27][N:28]=3)[N:25]=2)[CH:17]=[CH:16][C:12]=1[C:13]([NH:41][C@@H:42]([C:50]([CH3:53])([CH3:52])[CH3:51])[C:43]([O:45][C:46]([CH3:48])([CH3:47])[CH3:49])=[O:44])=[O:14]. The yield is 0.720. (6) The reactants are [C:1]1([C:3](=[CH:5][CH:6]=[CH:7][CH:8]=1)[OH:4])[OH:2].C(=O)([O-])[O-].[K+].[K+].Br[CH2:16][CH2:17][CH2:18][CH2:19][CH2:20][CH3:21].C(O)C. The catalyst is ClCCl. The product is [CH2:16]([O:2][C:1]1[CH:8]=[CH:7][CH:6]=[CH:5][C:3]=1[OH:4])[CH2:17][CH2:18][CH2:19][CH2:20][CH3:21]. The yield is 0.290.